This data is from Forward reaction prediction with 1.9M reactions from USPTO patents (1976-2016). The task is: Predict the product of the given reaction. (1) Given the reactants [CH:1]([C:3]1[CH:8]=[CH:7][CH:6]=[CH:5][C:4]=1[C:9]1[CH:14]=[CH:13][C:12]([C:15]([N:17]2[C:23]3[CH:24]=[CH:25][CH:26]=[CH:27][C:22]=3[CH2:21][N:20]3[C:28]([C:31]([NH:33][CH2:34][C:35]4[CH:36]=[N:37][CH:38]=[CH:39][CH:40]=4)=[O:32])=[CH:29][CH:30]=[C:19]3[CH2:18]2)=[O:16])=[CH:11][CH:10]=1)=O.[CH3:41][NH:42][CH3:43], predict the reaction product. The product is: [CH3:41][N:42]([CH2:1][C:3]1[CH:8]=[CH:7][CH:6]=[CH:5][C:4]=1[C:9]1[CH:10]=[CH:11][C:12]([C:15]([N:17]2[C:23]3[CH:24]=[CH:25][CH:26]=[CH:27][C:22]=3[CH2:21][N:20]3[C:28]([C:31]([NH:33][CH2:34][C:35]4[CH:36]=[N:37][CH:38]=[CH:39][CH:40]=4)=[O:32])=[CH:29][CH:30]=[C:19]3[CH2:18]2)=[O:16])=[CH:13][CH:14]=1)[CH3:43]. (2) Given the reactants [F:1][C:2]1[CH:31]=[C:30]([F:32])[CH:29]=[CH:28][C:3]=1[CH2:4][C:5]1[CH:6]=[C:7]([C:20](=[O:27])[CH:21]=[C:22]([OH:26])[C:23](O)=[O:24])[C:8](=[O:19])[N:9]([CH2:11][C:12]2[CH:17]=[CH:16][CH:15]=[CH:14][C:13]=2[F:18])[CH:10]=1.Cl.[NH2:34][C@@H:35]1[CH2:39][CH2:38][CH2:37][C@H:36]1[OH:40], predict the reaction product. The product is: [F:1][C:2]1[CH:31]=[C:30]([F:32])[CH:29]=[CH:28][C:3]=1[CH2:4][C:5]1[CH:6]=[C:7]([C:20](=[O:27])[CH:21]=[C:22]([OH:26])[C:23]([NH:34][C@@H:35]2[CH2:39][CH2:38][CH2:37][C@H:36]2[OH:40])=[O:24])[C:8](=[O:19])[N:9]([CH2:11][C:12]2[CH:17]=[CH:16][CH:15]=[CH:14][C:13]=2[F:18])[CH:10]=1. (3) Given the reactants F[C:2]1[CH:9]=[CH:8][C:5]([C:6]#[N:7])=[CH:4][CH:3]=1.[CH3:10][N:11]1[CH2:17][CH2:16][CH2:15][NH:14][CH2:13][CH2:12]1.CN(C)C=[O:21], predict the reaction product. The product is: [CH3:10][N:11]1[CH2:17][CH2:16][CH2:15][N:14]([C:2]2[CH:9]=[CH:8][C:5]([C:6]([NH2:7])=[O:21])=[CH:4][CH:3]=2)[CH2:13][CH2:12]1. (4) The product is: [Cl:30][C:9]([C:4]1[CH:5]=[CH:6][C:7]([Cl:8])=[C:2]([Cl:1])[CH:3]=1)=[CH:10][CH2:11][C:12]1[CH:27]=[CH:26][C:15]([C:16]([NH:18][C:19]2[CH:24]=[CH:23][CH:22]=[CH:21][C:20]=2[CH3:25])=[O:17])=[CH:14][CH:13]=1. Given the reactants [Cl:1][C:2]1[CH:3]=[C:4]([C:9](=O)[CH2:10][CH2:11][C:12]2[CH:27]=[CH:26][C:15]([C:16]([NH:18][C:19]3[CH:24]=[CH:23][CH:22]=[CH:21][C:20]=3[CH3:25])=[O:17])=[CH:14][CH:13]=2)[CH:5]=[CH:6][C:7]=1[Cl:8].P(Cl)(Cl)(Cl)(Cl)[Cl:30].[Na], predict the reaction product. (5) Given the reactants [Cl:1][C:2]1[CH:3]=[C:4]([N+:20]([O-])=O)[C:5]([S:10][C:11]2[CH:16]=[CH:15][C:14]([F:17])=[CH:13][C:12]=2[CH2:18][OH:19])=[C:6]([CH2:8][OH:9])[CH:7]=1.C(O)(=O)C, predict the reaction product. The product is: [NH2:20][C:4]1[CH:3]=[C:2]([Cl:1])[CH:7]=[C:6]([CH2:8][OH:9])[C:5]=1[S:10][C:11]1[CH:16]=[CH:15][C:14]([F:17])=[CH:13][C:12]=1[CH2:18][OH:19]. (6) The product is: [CH:8]1([N:11]([C:5](=[O:7])[CH2:4][CH2:3][O:2][CH3:1])[CH2:12][CH2:13][C@H:14]2[CH2:19][CH2:18][C@@H:17]([N:20]([CH:37]([CH3:39])[CH3:38])[C:21](=[O:36])[C:22]3[CH:27]=[CH:26][C:25]([O:28][CH3:29])=[C:24]([O:30][CH2:31][CH2:32][CH2:33][O:34][CH3:35])[CH:23]=3)[CH2:16][N:15]2[C:40]([O:42][C:43]([CH3:45])([CH3:44])[CH3:46])=[O:41])[CH2:10][CH2:9]1. Given the reactants [CH3:1][O:2][CH2:3][CH2:4][C:5]([OH:7])=O.[CH:8]1([NH:11][CH2:12][CH2:13][C@@H:14]2[CH2:19][CH2:18][C@@H:17]([N:20]([CH:37]([CH3:39])[CH3:38])[C:21](=[O:36])[C:22]3[CH:27]=[CH:26][C:25]([O:28][CH3:29])=[C:24]([O:30][CH2:31][CH2:32][CH2:33][O:34][CH3:35])[CH:23]=3)[CH2:16][N:15]2[C:40]([O:42][C:43]([CH3:46])([CH3:45])[CH3:44])=[O:41])[CH2:10][CH2:9]1, predict the reaction product. (7) Given the reactants Cl[C:2]1[CH:17]=[CH:16][C:5]([C:6]([NH:8][C:9]2[CH:14]=[CH:13][C:12]([F:15])=[CH:11][CH:10]=2)=[O:7])=[CH:4][N:3]=1.[S-:18][CH2:19][CH3:20].[Na+], predict the reaction product. The product is: [CH2:19]([S:18][C:2]1[CH:17]=[CH:16][C:5]([C:6]([NH:8][C:9]2[CH:14]=[CH:13][C:12]([F:15])=[CH:11][CH:10]=2)=[O:7])=[CH:4][N:3]=1)[CH3:20].